Dataset: Catalyst prediction with 721,799 reactions and 888 catalyst types from USPTO. Task: Predict which catalyst facilitates the given reaction. Reactant: C(N(CC)CC)C.Cl.[CH3:9][O:10][C:11](=[O:17])[C@@H:12]1[CH2:16][CH2:15][CH2:14][NH:13]1.Cl[C:19]1[N:24]=[C:23]([O:25][C:26]2[CH:52]=[CH:51][C:50]([F:53])=[CH:49][C:27]=2[CH2:28][NH:29][C:30]([NH:32][C:33]2[N:37]([C:38]3[CH:43]=[CH:42][C:41]([CH3:44])=[CH:40][CH:39]=3)[N:36]=[C:35]([C:45]([CH3:48])([CH3:47])[CH3:46])[CH:34]=2)=[O:31])[CH:22]=[CH:21][N:20]=1.C(=O)([O-])[O-].[Na+].[Na+]. The catalyst class is: 8. Product: [CH3:9][O:10][C:11]([C@@H:12]1[CH2:16][CH2:15][CH2:14][N:13]1[C:19]1[N:24]=[C:23]([O:25][C:26]2[CH:52]=[CH:51][C:50]([F:53])=[CH:49][C:27]=2[CH2:28][NH:29][C:30]([NH:32][C:33]2[N:37]([C:38]3[CH:39]=[CH:40][C:41]([CH3:44])=[CH:42][CH:43]=3)[N:36]=[C:35]([C:45]([CH3:48])([CH3:47])[CH3:46])[CH:34]=2)=[O:31])[CH:22]=[CH:21][N:20]=1)=[O:17].